From a dataset of Forward reaction prediction with 1.9M reactions from USPTO patents (1976-2016). Predict the product of the given reaction. (1) The product is: [Si:37]([O:44][CH2:45][CH2:46][C:47]1[C:48]([F:65])=[C:49]([CH:62]=[CH:63][CH:64]=1)[CH2:50][N:51]1[CH2:52][CH2:53][C:54]2([O:59][CH2:58][CH2:57][N:56]([C:34]([C:32]3[N:33]=[C:29]([CH2:25][CH2:26][CH2:27][CH3:28])[S:30][CH:31]=3)=[O:36])[CH2:55]2)[CH2:60][CH2:61]1)([C:40]([CH3:43])([CH3:41])[CH3:42])([CH3:39])[CH3:38]. Given the reactants CN(C(ON1N=NC2C=CC=NC1=2)=[N+](C)C)C.F[P-](F)(F)(F)(F)F.[CH2:25]([C:29]1[S:30][CH:31]=[C:32]([C:34]([OH:36])=O)[N:33]=1)[CH2:26][CH2:27][CH3:28].[Si:37]([O:44][CH2:45][CH2:46][C:47]1[C:48]([F:65])=[C:49]([CH:62]=[CH:63][CH:64]=1)[CH2:50][N:51]1[CH2:61][CH2:60][C:54]2([O:59][CH2:58][CH2:57][NH:56][CH2:55]2)[CH2:53][CH2:52]1)([C:40]([CH3:43])([CH3:42])[CH3:41])([CH3:39])[CH3:38].C(N(CC)CC)C, predict the reaction product. (2) Given the reactants [CH2:1]([C:3]1[C:12]2[C:7](=[CH:8][CH:9]=[CH:10][CH:11]=2)[C:6]([C:13]([OH:15])=[O:14])=[CH:5][CH:4]=1)[CH3:2].[CH3:16]C1C=C2C(C=CC=C2C(O)=O)=CC=1, predict the reaction product. The product is: [CH2:1]([C:3]1[C:12]2[C:7](=[CH:8][CH:9]=[CH:10][CH:11]=2)[C:6]([C:13]([OH:15])=[O:14])=[CH:5][CH:4]=1)[CH2:2][CH3:16]. (3) Given the reactants CC(C)([O-])C.[Na+].CN([C:10]1[C:15]([C:10]2[C:15](P(C3CCCCC3)C3CCCCC3)=[CH:14][CH:13]=[CH:12][CH:11]=2)=[CH:14][CH:13]=[CH:12][CH:11]=1)C.[NH2:35][C@H:36]1[C:45]2[C:40](=[CH:41][CH:42]=[CH:43][CH:44]=2)[N:39]([C:46](=[O:48])[CH3:47])[C@@H:38]([CH:49]([CH3:51])[CH3:50])[C@@H:37]1[CH3:52].BrC1C=CC=CC=1, predict the reaction product. The product is: [CH:49]([C@H:38]1[C@H:37]([CH3:52])[C@@H:36]([NH:35][C:10]2[CH:15]=[CH:14][CH:13]=[CH:12][CH:11]=2)[C:45]2[C:40](=[CH:41][CH:42]=[CH:43][CH:44]=2)[N:39]1[C:46](=[O:48])[CH3:47])([CH3:51])[CH3:50]. (4) Given the reactants C[O:2][C:3](=O)[C:4]1[CH:9]=[CH:8][C:7]([CH2:10][CH2:11][N:12]2[C:24]3[CH:23]=[CH:22][CH:21]=[CH:20][C:19]=3[C:18]3[C:13]2=[CH:14][CH:15]=[CH:16][CH:17]=3)=[CH:6][CH:5]=1.Cl.[NH2:27][OH:28].C[O-].[Na+].CO, predict the reaction product. The product is: [CH:23]1[C:24]2[N:12]([CH2:11][CH2:10][C:7]3[CH:8]=[CH:9][C:4]([C:3]([NH:27][OH:28])=[O:2])=[CH:5][CH:6]=3)[C:13]3[C:18](=[CH:17][CH:16]=[CH:15][CH:14]=3)[C:19]=2[CH:20]=[CH:21][CH:22]=1. (5) Given the reactants [CH3:1][S:2](Cl)(=[O:4])=[O:3].[Cl:6][C:7]1[C:8]([F:19])=[C:9]([CH2:17][OH:18])[CH:10]=[C:11]([C:13]([F:16])([F:15])[F:14])[CH:12]=1.C(N(CC)CC)C, predict the reaction product. The product is: [CH3:1][S:2]([O:18][CH2:17][C:9]1[CH:10]=[C:11]([C:13]([F:16])([F:15])[F:14])[CH:12]=[C:7]([Cl:6])[C:8]=1[F:19])(=[O:4])=[O:3]. (6) Given the reactants [C:1]([O:5][C:6]([NH:8][C:9]1[N:14]=[C:13]([CH3:15])[C:12]([CH2:16][NH:17][C:18]2[C:19]3[C:20](=[C:24]([C:27]([O-:29])=[O:28])[NH:25][CH:26]=3)[N:21]=[CH:22][N:23]=2)=[C:11]([CH3:30])[CH:10]=1)=[O:7])([CH3:4])([CH3:3])[CH3:2].Br[CH2:32][C:33]1[CH:38]=[CH:37][C:36]([CH2:39][N:40]2[CH:44]=[CH:43][CH:42]=[N:41]2)=[CH:35][CH:34]=1.[Na+].[I-].C([O-])([O-])=O.[K+].[K+].[CH3:53][C:54]#N, predict the reaction product. The product is: [C:1]([O:5][C:6]([NH:8][C:9]1[N:14]=[C:13]([CH3:15])[C:12]([CH2:16][NH:17][C:18]2[C:19]3[C:20](=[C:24]([C:27]([O:29][CH2:53][CH3:54])=[O:28])[N:25]([CH2:32][C:33]4[CH:38]=[CH:37][C:36]([CH2:39][N:40]5[CH:44]=[CH:43][CH:42]=[N:41]5)=[CH:35][CH:34]=4)[CH:26]=3)[N:21]=[CH:22][N:23]=2)=[C:11]([CH3:30])[CH:10]=1)=[O:7])([CH3:4])([CH3:3])[CH3:2].